Dataset: NCI-60 drug combinations with 297,098 pairs across 59 cell lines. Task: Regression. Given two drug SMILES strings and cell line genomic features, predict the synergy score measuring deviation from expected non-interaction effect. (1) Drug 1: CC(C1=C(C=CC(=C1Cl)F)Cl)OC2=C(N=CC(=C2)C3=CN(N=C3)C4CCNCC4)N. Drug 2: C1C(C(OC1N2C=NC(=NC2=O)N)CO)O. Cell line: HL-60(TB). Synergy scores: CSS=62.8, Synergy_ZIP=8.23, Synergy_Bliss=7.43, Synergy_Loewe=2.14, Synergy_HSA=7.87. (2) Drug 1: CC(CN1CC(=O)NC(=O)C1)N2CC(=O)NC(=O)C2. Drug 2: C1=CC=C(C(=C1)C(C2=CC=C(C=C2)Cl)C(Cl)Cl)Cl. Cell line: SK-MEL-28. Synergy scores: CSS=4.41, Synergy_ZIP=-0.644, Synergy_Bliss=0.344, Synergy_Loewe=-3.67, Synergy_HSA=0.330. (3) Drug 1: CC(C)(C#N)C1=CC(=CC(=C1)CN2C=NC=N2)C(C)(C)C#N. Drug 2: CC1C(C(CC(O1)OC2CC(CC3=C2C(=C4C(=C3O)C(=O)C5=CC=CC=C5C4=O)O)(C(=O)C)O)N)O. Cell line: SK-MEL-2. Synergy scores: CSS=33.5, Synergy_ZIP=4.30, Synergy_Bliss=-4.85, Synergy_Loewe=-9.02, Synergy_HSA=-7.92. (4) Drug 1: CC12CCC(CC1=CCC3C2CCC4(C3CC=C4C5=CN=CC=C5)C)O. Drug 2: C1C(C(OC1N2C=NC3=C2NC=NCC3O)CO)O. Cell line: M14. Synergy scores: CSS=4.62, Synergy_ZIP=-0.989, Synergy_Bliss=1.35, Synergy_Loewe=1.08, Synergy_HSA=1.08. (5) Drug 1: CC1C(C(CC(O1)OC2CC(CC3=C2C(=C4C(=C3O)C(=O)C5=C(C4=O)C(=CC=C5)OC)O)(C(=O)C)O)N)O.Cl. Drug 2: C1=NC2=C(N=C(N=C2N1C3C(C(C(O3)CO)O)O)F)N. Cell line: NCIH23. Synergy scores: CSS=6.71, Synergy_ZIP=-11.4, Synergy_Bliss=-7.55, Synergy_Loewe=-28.7, Synergy_HSA=-8.00. (6) Drug 1: COC1=C(C=C2C(=C1)N=CN=C2NC3=CC(=C(C=C3)F)Cl)OCCCN4CCOCC4. Drug 2: CN(CC1=CN=C2C(=N1)C(=NC(=N2)N)N)C3=CC=C(C=C3)C(=O)NC(CCC(=O)O)C(=O)O. Cell line: HL-60(TB). Synergy scores: CSS=74.4, Synergy_ZIP=-0.444, Synergy_Bliss=0.102, Synergy_Loewe=-22.7, Synergy_HSA=-0.278.